Dataset: Forward reaction prediction with 1.9M reactions from USPTO patents (1976-2016). Task: Predict the product of the given reaction. (1) Given the reactants [OH:1][C:2]1[CH:9]=[CH:8][CH:7]=[CH:6][C:3]=1[C:4]#[N:5].Cl[C:11]1[C:16]([C:17]([O:19][CH2:20][CH3:21])=[O:18])=[CH:15][N:14]=[C:13]([C:22]2[CH:27]=[CH:26][CH:25]=[CH:24][CH:23]=2)[N:12]=1.C(=O)([O-])[O-].[K+].[K+], predict the reaction product. The product is: [C:4]([C:3]1[CH:6]=[CH:7][CH:8]=[CH:9][C:2]=1[O:1][C:15]1[C:16]([C:17]([O:19][CH2:20][CH3:21])=[O:18])=[CH:11][N:12]=[C:13]([C:22]2[CH:27]=[CH:26][CH:25]=[CH:24][CH:23]=2)[N:14]=1)#[N:5]. (2) Given the reactants [N:1]([C:8]([O:10][C:11]([CH3:14])([CH3:13])[CH3:12])=[O:9])([CH3:7])[C@H:2]([C:4]([OH:6])=O)[CH3:3].CN(C(ON1N=NC2C=CC=NC1=2)=[N+](C)C)C.F[P-](F)(F)(F)(F)F.CCN(C(C)C)C(C)C.FC(F)(F)C(O)=O.[NH2:55][C@@H:56]1[C:62](=[O:63])[N:61]([CH2:64][C:65]2[C:74]3[C:69](=[CH:70][C:71]([Br:75])=[CH:72][CH:73]=3)[CH:68]=[CH:67][C:66]=2[O:76][CH3:77])[C:60]2[CH:78]=[CH:79][CH:80]=[CH:81][C:59]=2[NH:58][CH2:57]1, predict the reaction product. The product is: [C:11]([O:10][C:8](=[O:9])[N:1]([C@H:2]([C:4](=[O:6])[NH:55][C@@H:56]1[C:62](=[O:63])[N:61]([CH2:64][C:65]2[C:74]3[C:69](=[CH:70][C:71]([Br:75])=[CH:72][CH:73]=3)[CH:68]=[CH:67][C:66]=2[O:76][CH3:77])[C:60]2[CH:78]=[CH:79][CH:80]=[CH:81][C:59]=2[NH:58][CH2:57]1)[CH3:3])[CH3:7])([CH3:14])([CH3:13])[CH3:12]. (3) Given the reactants [CH:1]1([CH2:4][NH2:5])[CH2:3][CH2:2]1.[CH:6](=O)[C:7]1[CH:12]=[CH:11][CH:10]=[CH:9][CH:8]=1.C([BH3-])#N.[Na+], predict the reaction product. The product is: [CH2:6]([NH:5][CH2:4][CH:1]1[CH2:3][CH2:2]1)[C:7]1[CH:12]=[CH:11][CH:10]=[CH:9][CH:8]=1. (4) Given the reactants [Br:1][C:2]1[N:6]([C@H:7]2[C@H:12]([O:13]C(=O)C)[C@H:11]([O:17]C(=O)C)[C@@H:10]([CH2:21][O:22]C(=O)C)[O:9][CH2:8]2)[C:5]2[CH:26]=[C:27]([Cl:31])[C:28]([Cl:30])=[CH:29][C:4]=2[N:3]=1.CO.C(O)C.C(=O)([O-])[O-].[Na+].[Na+].CO.C(Cl)(Cl)Cl, predict the reaction product. The product is: [Br:1][C:2]1[N:6]([C@H:7]2[C@H:12]([OH:13])[C@H:11]([OH:17])[C@@H:10]([CH2:21][OH:22])[O:9][CH2:8]2)[C:5]2[CH:26]=[C:27]([Cl:31])[C:28]([Cl:30])=[CH:29][C:4]=2[N:3]=1. (5) Given the reactants [Cl:1][C:2]1[CH:3]=[C:4]2[C:10](B3OC(C)(C)C(C)(C)O3)=[CH:9][N:8](S(C3C=CC(C)=CC=3)(=O)=O)[C:5]2=[N:6][CH:7]=1.Cl[C:31]1[N:36]=[C:35]([NH:37][CH2:38][C@H:39]2[CH2:44][CH2:43][CH2:42][N:41]([C:45]([O:47][C:48]([CH3:51])([CH3:50])[CH3:49])=[O:46])[CH2:40]2)[C:34]([F:52])=[CH:33][N:32]=1.C([O-])([O-])=O.[K+].[K+], predict the reaction product. The product is: [Cl:1][C:2]1[CH:3]=[C:4]2[C:10]([C:31]3[N:36]=[C:35]([NH:37][CH2:38][C@H:39]4[CH2:44][CH2:43][CH2:42][N:41]([C:45]([O:47][C:48]([CH3:50])([CH3:49])[CH3:51])=[O:46])[CH2:40]4)[C:34]([F:52])=[CH:33][N:32]=3)=[CH:9][NH:8][C:5]2=[N:6][CH:7]=1. (6) The product is: [F:32][C:33]1[CH:38]=[CH:37][C:36]([CH2:39][O:40][CH2:41][CH:42]=[CH:43][CH2:44][C@@H:17]([O:16][C:15]2[CH:29]=[CH:30][C:12]([F:11])=[C:13]([CH3:31])[CH:14]=2)[C:18]([N:20]2[C@@H:24]([CH:25]([CH3:26])[CH3:27])[CH2:23][O:22][C:21]2=[O:28])=[O:19])=[CH:35][C:34]=1[CH3:46]. Given the reactants C[Si]([N-][Si](C)(C)C)(C)C.[Li+].[F:11][C:12]1[CH:30]=[CH:29][C:15]([O:16][CH2:17][C:18]([N:20]2[C@@H:24]([CH:25]([CH3:27])[CH3:26])[CH2:23][O:22][C:21]2=[O:28])=[O:19])=[CH:14][C:13]=1[CH3:31].[F:32][C:33]1[CH:38]=[CH:37][C:36]([CH2:39][O:40][CH2:41][CH:42]=[CH:43][CH2:44]I)=[CH:35][C:34]=1[CH3:46].[NH4+].[Cl-], predict the reaction product.